Predict which catalyst facilitates the given reaction. From a dataset of Catalyst prediction with 721,799 reactions and 888 catalyst types from USPTO. (1) Reactant: C([O-])([O-])=O.[K+].[K+].[OH:7][C:8]1[CH:15]=[CH:14][CH:13]=[C:12]([OH:16])[C:9]=1[CH:10]=[O:11].Cl[CH2:18][C:19]1[CH2:20][CH2:21][N:22]([C:31](=[O:33])[CH3:32])[CH2:23][C:24]=1[C:25]1[CH:30]=[CH:29][CH:28]=[CH:27][CH:26]=1. Product: [C:31]([N:22]1[CH2:23][C:24]([C:25]2[CH:30]=[CH:29][CH:28]=[CH:27][CH:26]=2)=[C:19]([CH2:18][O:7][C:8]2[CH:15]=[CH:14][CH:13]=[C:12]([OH:16])[C:9]=2[CH:10]=[O:11])[CH2:20][CH2:21]1)(=[O:33])[CH3:32]. The catalyst class is: 31. (2) Reactant: [Cl:1][C:2]1[CH:3]=[C:4]([C@@H:12]([CH2:22][CH:23]2[CH2:27][CH2:26][CH:25]([OH:28])[CH2:24]2)[C:13]([NH:15][C:16]2[CH:21]=[N:20][CH:19]=[CH:18][N:17]=2)=[O:14])[CH:5]=[CH:6][C:7]=1[S:8]([CH3:11])(=[O:10])=[O:9].CC(OI1(OC(C)=O)(OC(C)=O)OC(=O)C2C=CC=CC1=2)=O. Product: [Cl:1][C:2]1[CH:3]=[C:4]([C@@H:12]([CH2:22][CH:23]2[CH2:27][CH2:26][C:25](=[O:28])[CH2:24]2)[C:13]([NH:15][C:16]2[CH:21]=[N:20][CH:19]=[CH:18][N:17]=2)=[O:14])[CH:5]=[CH:6][C:7]=1[S:8]([CH3:11])(=[O:9])=[O:10]. The catalyst class is: 2. (3) Reactant: C([O:4][CH2:5][C:6]1[N:7]=[C:8]2[N:13]([CH:14]=1)[CH:12]=[C:11]([C:15]1[CH:16]=[CH:17][C:18]3[O:23][CH2:22][C:21](=[O:24])[NH:20][C:19]=3[CH:25]=1)[CH:10]([C:26]1[CH:31]=[CH:30][CH:29]=[CH:28][CH:27]=1)[S:9]2)(=O)C.C([O-])([O-])=O.[K+].[K+].C(OCC)(=O)C.O. Product: [OH:4][CH2:5][C:6]1[N:7]=[C:8]2[N:13]([CH:14]=1)[CH:12]=[C:11]([C:15]1[CH:16]=[CH:17][C:18]3[O:23][CH2:22][C:21](=[O:24])[NH:20][C:19]=3[CH:25]=1)[CH:10]([C:26]1[CH:27]=[CH:28][CH:29]=[CH:30][CH:31]=1)[S:9]2. The catalyst class is: 5. (4) Reactant: [CH3:1][NH:2][C:3]1[CH:8]=[CH:7][C:6]([N+:9]([O-:11])=[O:10])=[CH:5][CH:4]=1.CCN(CC)CC.[C:19](Cl)(=[O:21])[CH3:20].CCOC(C)=O. Product: [CH3:1][N:2]([C:3]1[CH:4]=[CH:5][C:6]([N+:9]([O-:11])=[O:10])=[CH:7][CH:8]=1)[C:19](=[O:21])[CH3:20]. The catalyst class is: 230. (5) Reactant: [Cl:1][C:2]1[CH:31]=[C:30]([OH:32])[CH:29]=[CH:28][C:3]=1[CH2:4][N:5]([C:18]1[CH:23]=[CH:22][C:21]([CH2:24][CH2:25][CH:26]=[O:27])=[CH:20][CH:19]=1)[S:6]([C:9]1[C:14]([CH3:15])=[CH:13][C:12]([CH3:16])=[CH:11][C:10]=1[CH3:17])(=[O:8])=[O:7].[BH4-].[Na+].C(=O)(O)[O-].[Na+]. Product: [Cl:1][C:2]1[CH:31]=[C:30]([OH:32])[CH:29]=[CH:28][C:3]=1[CH2:4][N:5]([C:18]1[CH:23]=[CH:22][C:21]([CH2:24][CH2:25][CH2:26][OH:27])=[CH:20][CH:19]=1)[S:6]([C:9]1[C:14]([CH3:15])=[CH:13][C:12]([CH3:16])=[CH:11][C:10]=1[CH3:17])(=[O:8])=[O:7]. The catalyst class is: 100. (6) Reactant: Cl[CH2:2][C:3]1[CH:8]=[CH:7][C:6]([C:9]([NH:11][C:12]2[N:16]([CH3:17])[C:15]3[CH:18]=[CH:19][C:20]([O:22][C:23]4[CH:28]=[CH:27][N:26]=[C:25]([C:29]([NH:31][CH3:32])=[O:30])[CH:24]=4)=[CH:21][C:14]=3[N:13]=2)=[O:10])=[CH:5][CH:4]=1.[CH3:33][N:34]1[CH2:39][CH2:38][NH:37][CH2:36][CH2:35]1. Product: [CH3:32][NH:31][C:29]([C:25]1[CH:24]=[C:23]([O:22][C:20]2[CH:19]=[CH:18][C:15]3[N:16]([CH3:17])[C:12]([NH:11][C:9]([C:6]4[CH:7]=[CH:8][C:3]([CH2:2][N:37]5[CH2:38][CH2:39][N:34]([CH3:33])[CH2:35][CH2:36]5)=[CH:4][CH:5]=4)=[O:10])=[N:13][C:14]=3[CH:21]=2)[CH:28]=[CH:27][N:26]=1)=[O:30]. The catalyst class is: 7.